From a dataset of NCI-60 drug combinations with 297,098 pairs across 59 cell lines. Regression. Given two drug SMILES strings and cell line genomic features, predict the synergy score measuring deviation from expected non-interaction effect. Drug 1: CC1=CC=C(C=C1)C2=CC(=NN2C3=CC=C(C=C3)S(=O)(=O)N)C(F)(F)F. Drug 2: CC1=C(C=C(C=C1)NC(=O)C2=CC=C(C=C2)CN3CCN(CC3)C)NC4=NC=CC(=N4)C5=CN=CC=C5. Cell line: NCI-H522. Synergy scores: CSS=-2.00, Synergy_ZIP=1.27, Synergy_Bliss=0.685, Synergy_Loewe=-3.27, Synergy_HSA=-2.89.